From a dataset of Forward reaction prediction with 1.9M reactions from USPTO patents (1976-2016). Predict the product of the given reaction. (1) Given the reactants C([O:8][C:9](=[O:42])[C:10]1[CH:15]=[CH:14][C:13]([O:16][C:17]2[CH:25]=[CH:24][C:23]([F:26])=[C:22]3[C:18]=2[CH2:19][CH2:20][C@H:21]3[O:27][C:28]2[CH:41]=[CH:40][C:31]3[C@H:32]([CH2:35][C:36]([O:38][CH3:39])=[O:37])[CH2:33][O:34][C:30]=3[CH:29]=2)=[CH:12][CH:11]=1)C1C=CC=CC=1, predict the reaction product. The product is: [F:26][C:23]1[CH:24]=[CH:25][C:17]([O:16][C:13]2[CH:12]=[CH:11][C:10]([C:9]([OH:42])=[O:8])=[CH:15][CH:14]=2)=[C:18]2[C:22]=1[C@H:21]([O:27][C:28]1[CH:41]=[CH:40][C:31]3[C@H:32]([CH2:35][C:36]([O:38][CH3:39])=[O:37])[CH2:33][O:34][C:30]=3[CH:29]=1)[CH2:20][CH2:19]2. (2) Given the reactants [Cl:1][C:2]1[C:14]2[C:13]3[C:8](=[CH:9][CH:10]=[CH:11][CH:12]=3)[C@@:7]([C:16]([F:19])([F:18])[F:17])([OH:15])[C:6]=2[CH:5]=[C:4]([OH:20])[CH:3]=1.C(=O)([O-])[O-].[K+].[K+].[C:27]([O:30][CH2:31][CH3:32])(=O)C, predict the reaction product. The product is: [Cl:1][C:2]1[C:14]2[C:13]3[C:8](=[CH:9][CH:10]=[CH:11][CH:12]=3)[C@@:7]([C:16]([F:18])([F:19])[F:17])([OH:15])[C:6]=2[CH:5]=[C:4]([O:20][CH2:32][C@H:31]2[CH2:27][O:30]2)[CH:3]=1. (3) Given the reactants [C:1]([O:4][C:5]1[CH:6]=[C:7]2[C:12](=[CH:13][C:14]=1[O:15][CH3:16])[N:11]=[CH:10][NH:9][C:8]2=[O:17])(=[O:3])[CH3:2].[NH2:18][C:19]1[CH:24]=[CH:23][CH:22]=[CH:21][CH:20]=1, predict the reaction product. The product is: [C:1]([O:4][C:5]1[CH:6]=[C:7]2[C:12](=[CH:13][C:14]=1[O:15][CH3:16])[N:11]=[CH:10][NH:9][C:8]2=[O:17])(=[O:3])[CH3:2].[C:1]([O:4][C:5]1[CH:6]=[C:7]2[C:12](=[CH:13][C:14]=1[O:15][CH3:16])[N:11]=[CH:10][N:9]=[C:8]2[NH:18][C:19]1[CH:24]=[CH:23][CH:22]=[CH:21][CH:20]=1)(=[O:3])[CH3:2]. (4) Given the reactants [SH:1][C:2]1[S:3][C:4]2C[CH2:13][C:12]3[C:7](=[CH:8][CH:9]=[CH:10][C:11]=3[O:15][CH2:16][C:17]([O:19][CH2:20][CH3:21])=[O:18])[C:5]=2[N:6]=1.CS(O[CH2:27][CH2:28][CH:29]([C:36]1[CH:41]=[CH:40][CH:39]=[CH:38][CH:37]=1)[C:30]1[CH:35]=[CH:34][CH:33]=[CH:32][CH:31]=1)(=O)=O.C(=O)([O-])[O-].[K+].[K+], predict the reaction product. The product is: [C:30]1([CH:29]([C:36]2[CH:37]=[CH:38][CH:39]=[CH:40][CH:41]=2)[CH2:28][CH2:27][S:1][C:2]2[S:3][C:4]3[CH2:13][C:12]4[C:11]([O:15][CH2:16][C:17]([O:19][CH2:20][CH3:21])=[O:18])=[CH:10][CH:9]=[CH:8][C:7]=4[C:5]=3[N:6]=2)[CH:35]=[CH:34][CH:33]=[CH:32][CH:31]=1. (5) Given the reactants [CH3:1][O:2][C:3](=[O:11])[C:4]1[CH:9]=[CH:8][CH:7]=[C:6]([NH2:10])[CH:5]=1.[CH3:12][O:13][C:14]1[CH:19]=[C:18]([O:20][CH3:21])[CH:17]=[CH:16][C:15]=1[C:22]1[CH:27]=[CH:26][CH:25]=[C:24]([C:28](Cl)=[O:29])[CH:23]=1, predict the reaction product. The product is: [CH3:1][O:2][C:3](=[O:11])[C:4]1[CH:9]=[CH:8][CH:7]=[C:6]([NH:10][C:28]([C:24]2[CH:23]=[C:22]([C:15]3[CH:16]=[CH:17][C:18]([O:20][CH3:21])=[CH:19][C:14]=3[O:13][CH3:12])[CH:27]=[CH:26][CH:25]=2)=[O:29])[CH:5]=1.